From a dataset of Full USPTO retrosynthesis dataset with 1.9M reactions from patents (1976-2016). Predict the reactants needed to synthesize the given product. The reactants are: [Br:1][C:2]1[CH:3]=[CH:4][C:5](=[O:25])[N:6]([CH2:10][CH2:11][C:12]2[CH:24]=[CH:23][C:15]([C:16]([O:18]C(C)(C)C)=[O:17])=[CH:14][CH:13]=2)[C:7]=1[CH2:8]Br.Cl.CNC1C=CC=C([C:35]([F:38])([F:37])[F:36])C=1.C([N:41]([CH2:44][CH3:45])[CH2:42]C)C.[C:46](OCC)(=O)C.CN1[C:57](=[O:58])[CH2:56][CH2:55]C1. Given the product [Br:1][C:2]1[CH:3]=[CH:4][C:5](=[O:25])[N:6]([CH2:10][CH2:11][C:12]2[CH:13]=[CH:14][C:15]([C:16]([OH:18])=[O:17])=[CH:23][CH:24]=2)[C:7]=1[CH2:8][N:41]([CH3:42])[C:44]1[CH:45]=[CH:55][CH:56]=[C:57]([O:58][C:35]([F:36])([F:37])[F:38])[CH:46]=1, predict the reactants needed to synthesize it.